This data is from Full USPTO retrosynthesis dataset with 1.9M reactions from patents (1976-2016). The task is: Predict the reactants needed to synthesize the given product. (1) The reactants are: COC1C=CC(C([O:20][CH2:21][C@H:22]2[O:26][C@@H:25]([N:27]3[CH:35]=[C:33]([CH3:34])[C:31](=[O:32])[NH:30][C:28]3=[O:29])[C@H:24]([CH:36]=[CH2:37])[C@@H:23]2[OH:38])(C2C=CC=CC=2)C2C=CC=CC=2)=CC=1.[H-].[Na+].[CH2:43](Br)[C:44]1[CH:49]=[CH:48][CH:47]=[CH:46][CH:45]=1.Cl.[OH-].[Na+]. Given the product [CH2:43]([O:38][C@@H:23]1[C@@H:22]([CH2:21][OH:20])[O:26][C@@H:25]([N:27]2[CH:35]=[C:33]([CH3:34])[C:31](=[O:32])[NH:30][C:28]2=[O:29])[C@@H:24]1[CH:36]=[CH2:37])[C:44]1[CH:49]=[CH:48][CH:47]=[CH:46][CH:45]=1, predict the reactants needed to synthesize it. (2) The reactants are: [F:1][C:2]([F:27])([F:26])[C:3]1[CH:8]=[CH:7][C:6]([C:9]2[N:14]=[CH:13][N:12]=[C:11]([O:15][C:16]3[C:21]4[N:22]=[C:23]([NH2:25])[S:24][C:20]=4[CH:19]=[CH:18][CH:17]=3)[CH:10]=2)=[CH:5][CH:4]=1.[C:28]([O:31][C:32](=O)[CH:33](C1C=CC=CC=1)[OH:34])(=[O:30])[CH3:29].C(N(CC)CC)C. Given the product [F:27][C:2]([F:26])([F:1])[C:3]1[CH:8]=[CH:7][C:6]([C:9]2[N:14]=[CH:13][N:12]=[C:11]([O:15][C:16]3[C:21]4[N:22]=[C:23]([NH:25][C:33]([CH2:32][O:31][C:28](=[O:30])[CH3:29])=[O:34])[S:24][C:20]=4[CH:19]=[CH:18][CH:17]=3)[CH:10]=2)=[CH:5][CH:4]=1, predict the reactants needed to synthesize it. (3) The reactants are: CS(C)=O.C(Cl)(=O)C([Cl:8])=O.C(OC([N:18]1[CH2:23][CH2:22][CH2:21][CH2:20][CH:19]1[CH2:24][CH2:25][CH2:26][C:27]([O:29][CH3:30])=[O:28])=O)(C)(C)C.CCN(CC)CC. Given the product [ClH:8].[NH:18]1[CH2:23][CH2:22][CH2:21][CH2:20][CH:19]1[CH2:24][CH2:25][CH2:26][C:27]([O:29][CH3:30])=[O:28], predict the reactants needed to synthesize it. (4) Given the product [CH3:11][C:10]1[NH:19][C:17](=[O:18])[C:16]([C:14]#[N:15])=[C:8]([CH2:7][C:1]2[CH:6]=[CH:5][CH:4]=[CH:3][CH:2]=2)[CH:9]=1.[CH3:11][C:10]1[CH:9]=[C:8]([CH2:7][C:1]2[CH:6]=[CH:5][CH:4]=[CH:3][CH:2]=2)[NH:19][C:17](=[O:18])[C:16]=1[C:14]#[N:15], predict the reactants needed to synthesize it. The reactants are: [C:1]1([CH2:7][C:8](=O)[CH2:9][C:10](=O)[CH3:11])[CH:6]=[CH:5][CH:4]=[CH:3][CH:2]=1.[C:14]([CH2:16][C:17]([NH2:19])=[O:18])#[N:15].N1CCCCC1. (5) Given the product [Cl:15][C:4]1[CH:3]=[C:2]([CH:22]=[CH2:23])[CH:14]=[CH:13][C:5]=1[C:6]([O:8][C:9]([CH3:12])([CH3:11])[CH3:10])=[O:7], predict the reactants needed to synthesize it. The reactants are: Br[C:2]1[CH:14]=[CH:13][C:5]([C:6]([O:8][C:9]([CH3:12])([CH3:11])[CH3:10])=[O:7])=[C:4]([Cl:15])[CH:3]=1.C(=O)([O-])[O-].[K+].[K+].[C:22]1(C)C=CC=C[CH:23]=1. (6) Given the product [Cl:2][C:3]1[C:4]([CH3:18])=[C:5]2[C:10](=[C:11]([O:13][CH3:14])[CH:12]=1)[N:9]=[C:8]([NH2:20])[NH:7][CH:6]2[CH3:17], predict the reactants needed to synthesize it. The reactants are: I.[Cl:2][C:3]1[C:4]([CH3:18])=[C:5]2[C:10](=[C:11]([O:13][CH3:14])[CH:12]=1)[N:9]=[C:8](SC)[NH:7][CH:6]2[CH3:17].[OH-].[NH4+:20].[OH-].[Na+].OO.